Dataset: Forward reaction prediction with 1.9M reactions from USPTO patents (1976-2016). Task: Predict the product of the given reaction. (1) Given the reactants [O:1]1[C:10]2[C:5](=[N:6][CH:7]=[C:8]([CH2:11][NH:12][CH:13]3[CH2:18][CH2:17][N:16]([CH2:19][CH2:20][N:21]4[C:30]5[C:25](=[N:26][CH:27]=[C:28]([O:31][CH3:32])[CH:29]=5)[CH:24]=[CH:23][C:22]4=[O:33])[CH2:15][CH2:14]3)[CH:9]=2)[O:4][CH2:3][CH2:2]1.[ClH:34].C(OCC)(=O)C, predict the reaction product. The product is: [ClH:34].[O:1]1[C:10]2[C:5](=[N:6][CH:7]=[C:8]([CH2:11][NH:12][CH:13]3[CH2:18][CH2:17][N:16]([CH2:19][CH2:20][N:21]4[C:30]5[C:25](=[N:26][CH:27]=[C:28]([O:31][CH3:32])[CH:29]=5)[CH:24]=[CH:23][C:22]4=[O:33])[CH2:15][CH2:14]3)[CH:9]=2)[O:4][CH2:3][CH2:2]1. (2) Given the reactants [Cl:1][C:2]1[N:10]=[CH:9][CH:8]=[C:7]([I:11])[C:3]=1[C:4]([OH:6])=O.[F:12][C:13]1[CH:19]=[C:18]([F:20])[CH:17]=[CH:16][C:14]=1[NH2:15].C1CN([P+](Br)(N2CCCC2)N2CCCC2)CC1.F[P-](F)(F)(F)(F)F.CCN(C(C)C)C(C)C, predict the reaction product. The product is: [Cl:1][C:2]1[N:10]=[CH:9][CH:8]=[C:7]([I:11])[C:3]=1[C:4]([NH:15][C:14]1[CH:16]=[CH:17][C:18]([F:20])=[CH:19][C:13]=1[F:12])=[O:6].